Dataset: Catalyst prediction with 721,799 reactions and 888 catalyst types from USPTO. Task: Predict which catalyst facilitates the given reaction. (1) Reactant: [CH3:1][C:2]1[CH:3]=[C:4]([CH:18]=[CH:19][C:20]=1[N+:21]([O-:23])=[O:22])[CH2:5][C:6]1[NH:10][N:9]=[C:8]([C:11]([F:17])([F:16])[C:12]([F:15])([F:14])[F:13])[N:7]=1.Cl[CH:25]([F:27])[F:26].C(=O)([O-])[O-].[K+].[K+].CN(C=O)C. Product: [F:26][CH:25]([F:27])[N:10]1[C:6]([CH2:5][C:4]2[CH:18]=[CH:19][C:20]([N+:21]([O-:23])=[O:22])=[C:2]([CH3:1])[CH:3]=2)=[N:7][C:8]([C:11]([F:17])([F:16])[C:12]([F:13])([F:14])[F:15])=[N:9]1.[F:26][CH:25]([F:27])[N:9]1[C:8]([C:11]([F:17])([F:16])[C:12]([F:13])([F:14])[F:15])=[N:7][C:6]([CH2:5][C:4]2[CH:18]=[CH:19][C:20]([N+:21]([O-:23])=[O:22])=[C:2]([CH3:1])[CH:3]=2)=[N:10]1. The catalyst class is: 6. (2) Reactant: F[C:2]1[CH:7]=[C:6]([O:8][CH3:9])[C:5]([N+:10]([O-:12])=[O:11])=[CH:4][C:3]=1[CH3:13].[CH3:14][N:15]1[CH2:20][CH2:19][N:18]([CH:21]2[CH2:26][CH2:25][NH:24][CH2:23][CH2:22]2)[CH2:17][CH2:16]1.C(=O)([O-])[O-].[K+].[K+].C(Cl)Cl. Product: [CH3:9][O:8][C:6]1[C:5]([N+:10]([O-:12])=[O:11])=[CH:4][C:3]([CH3:13])=[C:2]([N:24]2[CH2:23][CH2:22][CH:21]([N:18]3[CH2:17][CH2:16][N:15]([CH3:14])[CH2:20][CH2:19]3)[CH2:26][CH2:25]2)[CH:7]=1. The catalyst class is: 58. (3) Product: [CH2:13]([C:15]1([CH2:19][O:20][CH:21]2[CH2:22][CH2:23][CH:24]([O:27][CH:7]=[CH2:8])[CH2:25][CH2:26]2)[CH2:18][O:17][CH2:16]1)[CH3:14]. Reactant: C(=O)([O-])[O-].[Na+].[Na+].[C:7](OC=C)(=O)[CH3:8].[CH2:13]([C:15]1([CH2:19][O:20][CH:21]2[CH2:26][CH2:25][CH:24]([OH:27])[CH2:23][CH2:22]2)[CH2:18][O:17][CH2:16]1)[CH3:14]. The catalyst class is: 11. (4) Reactant: [C:1]12([C:11]3[CH:21]=[CH:20][C:14]([O:15][CH2:16][C:17](O)=[O:18])=[CH:13][CH:12]=3)[CH2:10][CH:5]3[CH2:6][CH:7]([CH2:9][CH:3]([CH2:4]3)[CH2:2]1)[CH2:8]2.C(Cl)(=O)C(Cl)=O.CN(C=O)C.[CH3:33][O:34][C:35](=[O:44])[C:36]1[CH:41]=[CH:40][C:39]([OH:42])=[C:38]([NH2:43])[CH:37]=1. Product: [CH3:33][O:34][C:35](=[O:44])[C:36]1[CH:41]=[CH:40][C:39]([OH:42])=[C:38]([NH:43][C:17](=[O:18])[CH2:16][O:15][C:14]2[CH:13]=[CH:12][C:11]([C:1]34[CH2:10][CH:5]5[CH2:4][CH:3]([CH2:9][CH:7]([CH2:6]5)[CH2:8]3)[CH2:2]4)=[CH:21][CH:20]=2)[CH:37]=1. The catalyst class is: 859. (5) Reactant: [C:9](O[C:9]([O:11][C:12]([CH3:15])([CH3:14])[CH3:13])=[O:10])([O:11][C:12]([CH3:15])([CH3:14])[CH3:13])=[O:10].[CH2:16]([N:23]1[CH2:28][CH2:27][CH:26]([NH:29][CH2:30][C:31]2[N:32]=[CH:33][NH:34][CH:35]=2)[CH2:25][CH2:24]1)[C:17]1[CH:22]=[CH:21][CH:20]=[CH:19][CH:18]=1.O.NN. Product: [C:12]([O:11][C:9](=[O:10])[N:29]([CH:26]1[CH2:27][CH2:28][N:23]([CH2:16][C:17]2[CH:22]=[CH:21][CH:20]=[CH:19][CH:18]=2)[CH2:24][CH2:25]1)[CH2:30][C:31]1[N:32]=[CH:33][NH:34][CH:35]=1)([CH3:13])([CH3:14])[CH3:15]. The catalyst class is: 8.